Task: Predict the reactants needed to synthesize the given product.. Dataset: Full USPTO retrosynthesis dataset with 1.9M reactions from patents (1976-2016) (1) Given the product [ClH:1].[Cl:1][C:2]1[CH:3]=[CH:4][C:5]2[N+:10]([O-:11])=[N:9][C:8](=[O:12])[N:7]([CH2:13][CH2:14][N:15]3[CH2:16][CH2:17][CH:18]([NH:21][CH2:29][C:30]4[N:35]=[CH:34][C:33]5[O:36][CH2:37][CH2:38][O:39][C:32]=5[CH:31]=4)[CH2:19][CH2:20]3)[C:6]=2[CH:40]=1, predict the reactants needed to synthesize it. The reactants are: [Cl:1][C:2]1[CH:3]=[CH:4][C:5]2[N+:10]([O-:11])=[N:9][C:8](=[O:12])[N:7]([CH2:13][CH2:14][N:15]3[CH2:20][CH2:19][CH:18]([N:21]([CH2:29][C:30]4[N:35]=[CH:34][C:33]5[O:36][CH2:37][CH2:38][O:39][C:32]=5[CH:31]=4)C(=O)OC(C)(C)C)[CH2:17][CH2:16]3)[C:6]=2[CH:40]=1.Cl.C([O-])(O)=O.[Na+]. (2) Given the product [CH3:1][C:2]1[CH:7]=[CH:6][C:5]([CH3:8])=[CH:4][C:3]=1[NH:9][C:10]1[N:15]2[N:16]=[CH:17][C:18]([C:19]([NH:43][S:40]([CH:37]3[CH2:39][CH2:38]3)(=[O:42])=[O:41])=[O:20])=[C:14]2[N:13]=[CH:12][C:11]=1[C:22]([N:24]1[CH2:25][CH2:26][CH:27]([C:30]2[CH:31]=[CH:32][C:33]([F:36])=[N:34][CH:35]=2)[CH2:28][CH2:29]1)=[O:23], predict the reactants needed to synthesize it. The reactants are: [CH3:1][C:2]1[CH:7]=[CH:6][C:5]([CH3:8])=[CH:4][C:3]=1[NH:9][C:10]1[N:15]2[N:16]=[CH:17][C:18]([C:19](O)=[O:20])=[C:14]2[N:13]=[CH:12][C:11]=1[C:22]([N:24]1[CH2:29][CH2:28][CH:27]([C:30]2[CH:31]=[CH:32][C:33]([F:36])=[N:34][CH:35]=2)[CH2:26][CH2:25]1)=[O:23].[CH:37]1([S:40]([NH2:43])(=[O:42])=[O:41])[CH2:39][CH2:38]1. (3) Given the product [Cl:40][C:31]1[N:30]=[C:29]([NH:28][C@H:27]([C:26]([OH:48])=[O:25])[CH2:41][C:42]2[CH:47]=[CH:46][CH:45]=[CH:44][CH:43]=2)[C:34]([C:35]([O:37][CH2:38][CH3:39])=[O:36])=[CH:33][N:32]=1, predict the reactants needed to synthesize it. The reactants are: Cl.C(OC(=O)[C@H](CC1C=CC=CC=1)N)C.C(N(CC)CC)C.C([O:25][C:26](=[O:48])[C@H:27]([CH2:41][C:42]1[CH:47]=[CH:46][CH:45]=[CH:44][CH:43]=1)[NH:28][C:29]1[C:34]([C:35]([O:37][CH2:38][CH3:39])=[O:36])=[CH:33][N:32]=[C:31]([Cl:40])[N:30]=1)C.C(OC(=O)[C@H](CC1C=CC=CC=1)NC1N=C(Cl)C(C(OCC)=O)=CN=1)C. (4) Given the product [CH3:13][O:12][C:6]1[CH:7]=[CH:8][CH:9]=[C:10]2[C:5]=1[CH2:4][C@@H:3]([OH:14])[C@H:2]([NH:1][CH2:22][CH2:23][CH3:24])[CH2:11]2, predict the reactants needed to synthesize it. The reactants are: [NH2:1][C@@H:2]1[CH2:11][C:10]2[C:5](=[C:6]([O:12][CH3:13])[CH:7]=[CH:8][CH:9]=2)[CH2:4][C@H:3]1[OH:14].CCN(CC)CC.[C:22](Cl)(=O)[CH2:23][CH3:24].[H-].[H-].[H-].[H-].[Li+].[Al+3]. (5) Given the product [OH:1][C:2]1[C:11]2[CH:10]=[C:9]([O:12][CH3:13])[N:8]=[N:7][C:6]=2[N:5]([CH3:14])[C:4](=[O:15])[C:3]=1[C:16]([NH:41][CH2:29][C:32]([OH:34])=[O:33])=[O:18], predict the reactants needed to synthesize it. The reactants are: [OH:1][C:2]1[C:11]2[CH:10]=[C:9]([O:12][CH3:13])[N:8]=[N:7][C:6]=2[N:5]([CH3:14])[C:4](=[O:15])[C:3]=1[C:16]([O:18]C)=O.ClC1N=NC2N(C)C(=O)[C:29]([C:32]([O:34]C)=[O:33])=C(O)C=2C=1.C[O-].[Na+].[NH3:41]. (6) Given the product [Cl:1][C:2]1[CH:8]=[C:7]([O:9][C:10]2[C:11]3[N:18]([CH3:19])[CH:17]=[CH:16][C:12]=3[N:13]=[CH:14][N:15]=2)[CH:6]=[CH:5][C:3]=1[NH:4][C:38]([NH:37][C:28]1[CH:29]=[CH:30][C:31]2[C:36](=[CH:35][CH:34]=[CH:33][CH:32]=2)[CH:27]=1)=[O:39], predict the reactants needed to synthesize it. The reactants are: [Cl:1][C:2]1[CH:8]=[C:7]([O:9][C:10]2[C:11]3[N:18]([CH3:19])[CH:17]=[CH:16][C:12]=3[N:13]=[CH:14][N:15]=2)[CH:6]=[CH:5][C:3]=1[NH2:4].C(N(CC)CC)C.[CH:27]1[C:36]2[C:31](=[CH:32][CH:33]=[CH:34][CH:35]=2)[CH:30]=[CH:29][C:28]=1[N:37]=[C:38]=[O:39]. (7) Given the product [Cl:1][C:2]1[CH:7]=[CH:6][N:5]=[C:4]2[C:3]=1[C:18]1[CH:27]=[CH:26][C:21]([C:22]([O:24][CH3:25])=[O:23])=[CH:20][C:19]=1[C:28](=[O:29])[NH:8]2, predict the reactants needed to synthesize it. The reactants are: [Cl:1][C:2]1[CH:7]=[CH:6][N:5]=[C:4]([NH2:8])[C:3]=1I.CC1(C)C(C)(C)OB([C:18]2[CH:27]=[CH:26][C:21]([C:22]([O:24][CH3:25])=[O:23])=[CH:20][C:19]=2[C:28](OC)=[O:29])O1. (8) The reactants are: [Br:1][C:2]1[CH:3]=[C:4]2[C:9](=[C:10]([CH3:12])[CH:11]=1)[NH:8][C:7](=O)[CH:6]=[C:5]2[CH3:14].[NH4+].[OH-].O=P(Cl)(Cl)[Cl:19]. Given the product [Br:1][C:2]1[CH:3]=[C:4]2[C:9](=[C:10]([CH3:12])[CH:11]=1)[N:8]=[C:7]([Cl:19])[CH:6]=[C:5]2[CH3:14], predict the reactants needed to synthesize it. (9) Given the product [CH3:6][O:7][C:8]1[CH:9]=[C:10]([CH2:16][CH2:17][C:18]2[S:4][C:3]([NH2:5])=[N:2][N:1]=2)[CH:11]=[CH:12][C:13]=1[O:14][CH3:15], predict the reactants needed to synthesize it. The reactants are: [NH2:1][NH:2][C:3]([NH2:5])=[S:4].[CH3:6][O:7][C:8]1[CH:9]=[C:10]([CH2:16][CH2:17][C:18]#N)[CH:11]=[CH:12][C:13]=1[O:14][CH3:15].N. (10) Given the product [Cl:1][C:2]1[CH:3]=[CH:4][C:5]2[CH2:11][S:10](=[O:12])(=[O:13])[N:9]([C:23]#[C:24][CH3:25])[N:8]=[C:7]([C:14]3[CH:19]=[CH:18][C:17]([F:20])=[CH:16][CH:15]=3)[C:6]=2[CH:21]=1, predict the reactants needed to synthesize it. The reactants are: [Cl:1][C:2]1[CH:3]=[CH:4][C:5]2[CH2:11][S:10](=[O:13])(=[O:12])[NH:9][N:8]=[C:7]([C:14]3[CH:19]=[CH:18][C:17]([F:20])=[CH:16][CH:15]=3)[C:6]=2[CH:21]=1.Br[CH2:23][C:24]#[CH:25].